This data is from Reaction yield outcomes from USPTO patents with 853,638 reactions. The task is: Predict the reaction yield, written as a fraction of the theoretical maximum amount of product (1.0 means a 100% yield; for example, 0.34 means a 34% yield). The reactants are [CH3:1][C:2]1([CH3:16])[CH2:14][C:5]2[S:6][C:7]([C:9]([O:11]CC)=[O:10])=[CH:8][C:4]=2[C:3]1=[O:15].C(O)C.[OH-].[Li+]. The catalyst is O. The product is [CH3:1][C:2]1([CH3:16])[CH2:14][C:5]2[S:6][C:7]([C:9]([OH:11])=[O:10])=[CH:8][C:4]=2[C:3]1=[O:15]. The yield is 1.00.